Task: Predict which catalyst facilitates the given reaction.. Dataset: Catalyst prediction with 721,799 reactions and 888 catalyst types from USPTO (1) Reactant: [C-]#N.[Na+].C(O)C.[C:7]([C:9]1[CH:10]=[C:11]([CH:14]=[CH:15][CH:16]=1)[CH:12]=[O:13])#[N:8].[CH3:17][S:18][C:19]1[CH:26]=[CH:25][C:22]([CH:23]=[O:24])=[CH:21][CH:20]=1. Product: [C:7]([C:9]1[CH:10]=[C:11]([C:12](=[O:13])[CH:23]([OH:24])[C:22]2[CH:25]=[CH:26][C:19]([S:18][CH3:17])=[CH:20][CH:21]=2)[CH:14]=[CH:15][CH:16]=1)#[N:8]. The catalyst class is: 6. (2) Reactant: C([O:5][C:6](=[O:26])[C:7]1[CH:12]=[CH:11][C:10]([CH2:13][N:14]2[N:18]=[N:17][C:16]([C:19]3[CH:24]=[CH:23][CH:22]=[C:21]([I:25])[CH:20]=3)=[N:15]2)=[CH:9][CH:8]=1)(C)(C)C.FC(F)(F)C(O)=O. Product: [I:25][C:21]1[CH:20]=[C:19]([C:16]2[N:17]=[N:18][N:14]([CH2:13][C:10]3[CH:9]=[CH:8][C:7]([C:6]([OH:26])=[O:5])=[CH:12][CH:11]=3)[N:15]=2)[CH:24]=[CH:23][CH:22]=1. The catalyst class is: 4. (3) Reactant: [C:1]([O:5][C:6](=[O:22])[NH:7][C@@H:8]1[C:14](=[O:15])[NH:13][C:12]2[CH:16]=[C:17]([F:20])[CH:18]=[CH:19][C:11]=2[O:10][C@@H:9]1[CH3:21])([CH3:4])([CH3:3])[CH3:2].Br[CH2:24][C:25]([O:27][CH3:28])=[O:26].C(=O)([O-])[O-].[Cs+].[Cs+]. Product: [CH3:28][O:27][C:25](=[O:26])[CH2:24][N:13]1[C:12]2[CH:16]=[C:17]([F:20])[CH:18]=[CH:19][C:11]=2[O:10][C@H:9]([CH3:21])[C@H:8]([NH:7][C:6]([O:5][C:1]([CH3:4])([CH3:2])[CH3:3])=[O:22])[C:14]1=[O:15]. The catalyst class is: 9. (4) The catalyst class is: 9. Product: [F:25][C:26]1[CH:34]=[CH:33][C:32]([CH2:35][C:36]2[C:45]3[C:40](=[CH:41][CH:42]=[CH:43][CH:44]=3)[C:39](=[O:46])[NH:38][N:37]=2)=[CH:31][C:27]=1[C:28]([N:59]1[CH2:60][CH2:61][C:56]([O:55][CH3:54])([CH3:62])[CH2:57][CH2:58]1)=[O:30]. Reactant: F[P-](F)(F)(F)(F)F.N1(OC(N(C)C)=[N+](C)C)C2C=CC=CC=2N=N1.[F:25][C:26]1[CH:34]=[CH:33][C:32]([CH2:35][C:36]2[C:45]3[C:40](=[CH:41][CH:42]=[CH:43][CH:44]=3)[C:39](=[O:46])[NH:38][N:37]=2)=[CH:31][C:27]=1[C:28]([OH:30])=O.C(N(CC)CC)C.[CH3:54][O:55][C:56]1([CH3:62])[CH2:61][CH2:60][NH:59][CH2:58][CH2:57]1. (5) Product: [CH3:42][S:40][C:39](=[S:41])[N:9]([CH2:8][C:7]1[CH:30]=[C:31]([C:33]([F:36])([F:35])[F:34])[CH:32]=[C:5]([C:4]([F:37])([F:3])[F:38])[CH:6]=1)[CH2:10][C:11]1[C:12]([N:21]([CH2:24][CH:25]2[CH2:29][CH2:28][CH2:27][CH2:26]2)[CH2:22][CH3:23])=[N:13][C:14]2[C:19]([CH:20]=1)=[CH:18][CH:17]=[CH:16][CH:15]=2. The catalyst class is: 20. Reactant: [H-].[Na+].[F:3][C:4]([F:38])([F:37])[C:5]1[CH:6]=[C:7]([CH:30]=[C:31]([C:33]([F:36])([F:35])[F:34])[CH:32]=1)[CH2:8][NH:9][CH2:10][C:11]1[C:12]([N:21]([CH2:24][CH:25]2[CH2:29][CH2:28][CH2:27][CH2:26]2)[CH2:22][CH3:23])=[N:13][C:14]2[C:19]([CH:20]=1)=[CH:18][CH:17]=[CH:16][CH:15]=2.[C:39](=[S:41])=[S:40].[CH3:42]I.